This data is from Experimentally validated miRNA-target interactions with 360,000+ pairs, plus equal number of negative samples. The task is: Binary Classification. Given a miRNA mature sequence and a target amino acid sequence, predict their likelihood of interaction. (1) The miRNA is mmu-miR-129-5p with sequence CUUUUUGCGGUCUGGGCUUGC. The protein sequence of the target gene is MARSGSCPHLLWDVRKRSLGLEDPSRLRSRYLGRREFIQRLKLEATLNVHDGCVNTICWNDTGEYILSGSDDTKLVISNPYSRKVLTTIRSGHRANIFSAKFLPCTDDKQIVSCSGDGVIFYTNIEQDAETNRQCQFTCHYGTTYEIMTVPNDPYTFLSCGEDGTVRWFDTRIKTSCTKEDCKDDILINCRRAATSVAICPPVPYYLAVGCSDSSVRIYDRRMLGTRATGNYAGRGTTGMVARFIPSHLSNKSCRVTSLCYSEDGQEILVSYSSDYIYLFDPKDDTARELKTPSAEERRE.... Result: 1 (interaction). (2) The miRNA is cel-miR-67-3p with sequence UCACAACCUCCUAGAAAGAGUAGA. The protein sequence of the target gene is MDLMSALSLGELALSFSRVPLFPVFDLSYFIVSIIYLKYEPGAVELSRRHPVASWLCAMLHCFGSYILADLLLGEPIIDYFSNSSSILLASGVWYLIFFCPLDLFYKCVCFLPVKLIFVAMKEVVRVRKIAVGIHHAHHHYHHGWFIMIATGWVKGSGVALLSNVEQLLRGVWKPETNEILHMSFPTKASLYGAILFTLQQTRWLPVSKASLIFVFTMFMVSCKVFLTATHSHSSPFDILEGYICPVLFGATWGGDHHHDNHGAPHGMGLGTQHSGLPAKAKEELGEGSRKKKTKKAD. Result: 0 (no interaction). (3) The miRNA is mmu-miR-376b-3p with sequence AUCAUAGAGGAACAUCCACUU. Result: 0 (no interaction). The protein sequence of the target gene is MTAWTMGARGLDKRGSFFKLIDTIASEIGELKQEMVRTDVNLENGLEPAETHSMVRHKDGGYSEEEDVKTCARDSGYDSLSNRLSILDRLLHTHPIWLQLSLSEEEAAEVLQAQPPGIFLVHKSTKMQKKVLSLRLPCEFGAPLKEFAIKESTYTFSLEGSGISFADLFRLIAFYCISRDVLPFTLKLPYAISTAKSEAQLEELAQMGLNFWSSPADSKPPNLPPPHRPLSSDGVCPASLRQLCLINGVHSIKTRTPSELECSQTNGALCFINPLFLKVHSQDLSGGLKRPSTRTPNANG....